Dataset: Full USPTO retrosynthesis dataset with 1.9M reactions from patents (1976-2016). Task: Predict the reactants needed to synthesize the given product. (1) Given the product [CH3:6][O:5][C:1](=[O:4])[CH2:2][CH2:3][CH:10]([C:11](=[O:13])[CH3:12])[C:7](=[O:9])[CH3:8], predict the reactants needed to synthesize it. The reactants are: [C:1]([O:5][CH3:6])(=[O:4])[CH:2]=[CH2:3].[C:7]([CH2:10][C:11](=[O:13])[CH3:12])(=[O:9])[CH3:8].[Na]. (2) Given the product [CH3:13][O:12][C:8]1[CH:7]=[C:6]([CH:11]=[CH:10][CH:9]=1)[O:5][CH2:4][CH2:3][CH2:2][NH:15][CH3:14], predict the reactants needed to synthesize it. The reactants are: Cl[CH2:2][CH2:3][CH2:4][O:5][C:6]1[CH:11]=[CH:10][CH:9]=[C:8]([O:12][CH3:13])[CH:7]=1.[CH3:14][NH2:15]. (3) Given the product [NH2:10][C:6]1[CH:5]=[CH:4][C:3]([N:13]2[CH2:14][CH2:15][N:16]([C:19](=[O:21])[CH3:20])[CH2:17][CH2:18]2)=[C:2]([F:1])[C:7]=1[O:8][CH3:9], predict the reactants needed to synthesize it. The reactants are: [F:1][C:2]1[C:7]([O:8][CH3:9])=[C:6]([N+:10]([O-])=O)[CH:5]=[CH:4][C:3]=1[N:13]1[CH2:18][CH2:17][N:16]([C:19](=[O:21])[CH3:20])[CH2:15][CH2:14]1. (4) Given the product [CH:23]1[C:24]2[C:19](=[CH:18][C:17]([NH:16][C:14](=[O:15])[CH2:13][NH:12][CH2:5][C:4]3[CH:7]=[CH:8][CH:9]=[C:2]([Cl:1])[CH:3]=3)=[CH:26][CH:25]=2)[CH:20]=[CH:21][N:22]=1, predict the reactants needed to synthesize it. The reactants are: [Cl:1][C:2]1[CH:3]=[C:4]([CH:7]=[CH:8][CH:9]=1)[CH:5]=O.Cl.Cl.[NH2:12][CH2:13][C:14]([NH:16][C:17]1[CH:18]=[C:19]2[C:24](=[CH:25][CH:26]=1)[CH:23]=[N:22][CH:21]=[CH:20]2)=[O:15].CCN(C(C)C)C(C)C.[BH3-]C#N.[Na+]. (5) Given the product [Br:1][C:2]1[C:3]2[O:15][C:10]3([CH2:14][CH2:13][CH2:12][CH2:11]3)[CH2:9][C:4]=2[CH:5]=[C:6]([Cl:8])[CH:7]=1, predict the reactants needed to synthesize it. The reactants are: [Br:1][C:2]1[CH:7]=[C:6]([Cl:8])[CH:5]=[C:4]([CH2:9][C:10]2[CH2:14][CH2:13][CH2:12][CH:11]=2)[C:3]=1[OH:15]. (6) Given the product [CH3:1][O:2][C:3]1[CH:8]=[CH:7][CH:6]=[CH:5][C:4]=1[C:9]1[NH:10][C:11]2[C:16]([CH:17]=1)=[CH:15][C:14]([C:33]1[CH2:34][CH:35]3[N:40]([C:41]([O:43][C:44]([CH3:47])([CH3:46])[CH3:45])=[O:42])[CH:38]([CH:39]=1)[CH2:37][CH2:36]3)=[CH:13][CH:12]=2, predict the reactants needed to synthesize it. The reactants are: [CH3:1][O:2][C:3]1[CH:8]=[CH:7][CH:6]=[CH:5][C:4]=1[C:9]1[NH:10][C:11]2[C:16]([CH:17]=1)=[CH:15][C:14](B1OC(C)(C)C(C)(C)O1)=[CH:13][CH:12]=2.FC(F)(F)S(O[C:33]1[CH2:34][CH:35]2[N:40]([C:41]([O:43][C:44]([CH3:47])([CH3:46])[CH3:45])=[O:42])[CH:38]([CH:39]=1)[CH2:37][CH2:36]2)(=O)=O.C(=O)([O-])[O-].[Cs+].[Cs+].